Dataset: Full USPTO retrosynthesis dataset with 1.9M reactions from patents (1976-2016). Task: Predict the reactants needed to synthesize the given product. (1) Given the product [OH:33][CH2:32][C:31]1[CH:34]=[CH:35][C:28]([NH:27][C:4](=[O:6])[CH2:3][C:2]([CH3:1])([C:8]2[C:13](=[O:14])[C:12]([CH3:15])=[C:11]([CH3:16])[C:10](=[O:17])[C:9]=2[CH3:18])[CH3:7])=[CH:29][CH:30]=1, predict the reactants needed to synthesize it. The reactants are: [CH3:1][C:2]([C:8]1[C:13](=[O:14])[C:12]([CH3:15])=[C:11]([CH3:16])[C:10](=[O:17])[C:9]=1[CH3:18])([CH3:7])[CH2:3][C:4]([OH:6])=O.ClC(OCC(C)C)=O.[NH2:27][C:28]1[CH:35]=[CH:34][C:31]([CH2:32][OH:33])=[CH:30][CH:29]=1. (2) Given the product [Cl:1][C:28]1[C:29]2[C:34]([O:35][CH3:36])=[N:33][C:32]([NH:37][CH:38]=[O:39])=[N:31][C:30]=2[N:26]([C@@H:16]2[O:17][C@H:18]([CH2:19][O:20][C:21](=[O:25])[CH:22]([CH3:23])[CH3:24])[C@@H:14]([O:13][C:11](=[O:12])[CH:10]([CH3:40])[CH3:9])[CH2:15]2)[CH:27]=1, predict the reactants needed to synthesize it. The reactants are: [Cl:1]N1C(=O)CCC1=O.[CH3:9][CH:10]([CH3:40])[C:11]([O:13][C@@H:14]1[C@@H:18]([CH2:19][O:20][C:21](=[O:25])[CH:22]([CH3:24])[CH3:23])[O:17][C@@H:16]([N:26]2[C:30]3[N:31]=[C:32]([NH:37][CH:38]=[O:39])[N:33]=[C:34]([O:35][CH3:36])[C:29]=3[CH:28]=[CH:27]2)[CH2:15]1)=[O:12]. (3) Given the product [CH3:1][C:2]([NH:4][C:5]1[CH:10]=[CH:9][C:8]([OH:11])=[CH:7][CH:6]=1)=[O:3].[NH2:12][CH2:13][C:14]([OH:16])=[O:15], predict the reactants needed to synthesize it. The reactants are: [CH3:1][C:2]([NH:4][C:5]1[CH:6]=[CH:7][C:8]([OH:11])=[CH:9][CH:10]=1)=[O:3].[NH2:12][CH2:13][C:14]([OH:16])=[O:15].CCN(CC)CC. (4) Given the product [NH2:54][C:55]1[N:60]=[C:59]([C:61]2[CH:62]=[C:63]3[C:64]([C:65]([NH2:66])=[N:79][NH:80]3)=[CH:67][CH:68]=2)[CH:58]=[C:57]([N:70]2[CH2:75][CH2:74][O:78][CH2:72][C@H:71]2[CH2:76][CH3:77])[N:56]=1, predict the reactants needed to synthesize it. The reactants are: ClC1C=C(N2CCOC[C@H]2CC)N=C(N)N=1.C(C1C=CC(B(O)O)=CC=1F)#N.C([O-])(O)=O.[Na+].C1(P(=O)(C2C=CC=CC=2)C2C=CC=CC=2)C=CC=CC=1.[NH2:54][C:55]1[N:60]=[C:59]([C:61]2[CH:68]=[CH:67][C:64]([C:65]#[N:66])=[C:63](F)[CH:62]=2)[CH:58]=[C:57]([N:70]2[CH2:75][CH2:74]O[CH2:72][C@H:71]2[CH2:76][CH3:77])[N:56]=1.[OH2:78].[NH2:79][NH2:80]. (5) Given the product [F:32][C:23]1[CH:24]=[CH:25][C:26]([C:28]([F:31])([F:29])[F:30])=[CH:27][C:22]=1[NH:21][C:19]([NH:18][C:15]1[CH:14]=[CH:13][C:12]([O:11][C:9]2[CH:8]=[CH:7][C:5]3[NH:6][C:2]([NH:1][S:34]([CH3:33])(=[O:36])=[O:35])=[N:3][C:4]=3[CH:10]=2)=[CH:17][CH:16]=1)=[O:20], predict the reactants needed to synthesize it. The reactants are: [NH2:1][C:2]1[NH:6][C:5]2[CH:7]=[CH:8][C:9]([O:11][C:12]3[CH:17]=[CH:16][C:15]([NH:18][C:19]([NH:21][C:22]4[CH:27]=[C:26]([C:28]([F:31])([F:30])[F:29])[CH:25]=[CH:24][C:23]=4[F:32])=[O:20])=[CH:14][CH:13]=3)=[CH:10][C:4]=2[N:3]=1.[CH3:33][S:34](Cl)(=[O:36])=[O:35].O.CO. (6) Given the product [Cl:16][C:17]1[CH:24]=[CH:23][C:20]([CH2:21][NH:1][CH:2]2[CH2:11][CH2:10][C:9]3[CH:8]=[C:7]([C:12]([O:14][CH3:15])=[O:13])[CH:6]=[CH:5][C:4]=3[CH2:3]2)=[CH:19][CH:18]=1, predict the reactants needed to synthesize it. The reactants are: [NH2:1][CH:2]1[CH2:11][CH2:10][C:9]2[CH:8]=[C:7]([C:12]([O:14][CH3:15])=[O:13])[CH:6]=[CH:5][C:4]=2[CH2:3]1.[Cl:16][C:17]1[CH:24]=[CH:23][C:20]([CH:21]=O)=[CH:19][CH:18]=1.C(O)(=O)C.C([BH3-])#N.[Na+].C(=O)(O)[O-].[Na+]. (7) Given the product [Si:1]([O:8][CH:9]1[CH2:14][CH:13]([CH3:15])[CH2:12][CH:11]([C:16]2[CH:21]=[CH:20][N:19]=[CH:18][C:17]=2[NH2:22])[CH2:10]1)([C:4]([CH3:7])([CH3:5])[CH3:6])([CH3:3])[CH3:2], predict the reactants needed to synthesize it. The reactants are: [Si:1]([O:8][CH:9]1[CH2:14][CH:13]([CH3:15])[CH2:12][C:11]([C:16]2[CH:21]=[CH:20][N:19]=[CH:18][C:17]=2[NH2:22])=[CH:10]1)([C:4]([CH3:7])([CH3:6])[CH3:5])([CH3:3])[CH3:2]. (8) Given the product [F:1][C:2]1[CH:7]=[C:6]([Si:8]([CH3:9])([CH3:11])[CH3:10])[CH:5]=[CH:4][C:3]=1[O:12][S:21]([C:20]([F:33])([F:32])[F:19])(=[O:23])=[O:22], predict the reactants needed to synthesize it. The reactants are: [F:1][C:2]1[CH:7]=[C:6]([Si:8]([CH3:11])([CH3:10])[CH3:9])[CH:5]=[CH:4][C:3]=1[OH:12].N1C=CC=CC=1.[F:19][C:20]([F:33])([F:32])[S:21](O[S:21]([C:20]([F:33])([F:32])[F:19])(=[O:23])=[O:22])(=[O:23])=[O:22].Cl. (9) Given the product [CH:1]([CH:4]1[CH2:9][CH2:8][CH:7]([CH3:10])[CH2:6][CH:5]1[O:11][C:12]([CH:14]1[CH2:18][CH:17]([CH2:19][C:20]2[CH:25]=[CH:24][CH:23]=[C:22]([F:26])[CH:21]=2)[CH2:16][N:15]1[C:27]([O:29][C:30]([CH3:33])([CH3:31])[CH3:32])=[O:28])=[O:13])([CH3:3])[CH3:2], predict the reactants needed to synthesize it. The reactants are: [CH:1]([CH:4]1[CH2:9][CH2:8][CH:7]([CH3:10])[CH2:6][CH:5]1[O:11][C:12]([CH:14]1[CH2:18][C:17](=[CH:19][C:20]2[CH:25]=[CH:24][CH:23]=[C:22]([F:26])[CH:21]=2)[CH2:16][N:15]1[C:27]([O:29][C:30]([CH3:33])([CH3:32])[CH3:31])=[O:28])=[O:13])([CH3:3])[CH3:2]. (10) Given the product [ClH:13].[NH2:9][C@@H:10]([CH2:15][C:16]1[CH:21]=[CH:20][CH:19]=[CH:18][CH:17]=1)[C@@H:11]([OH:14])[CH2:12][Cl:13], predict the reactants needed to synthesize it. The reactants are: Cl.C([N:9](CC1C=CC=CC=1)[C@@H:10]([CH2:15][C:16]1[CH:21]=[CH:20][CH:19]=[CH:18][CH:17]=1)[C@@H:11]([OH:14])[CH2:12][Cl:13])C1C=CC=CC=1.[H][H].